Predict the reactants needed to synthesize the given product. From a dataset of Full USPTO retrosynthesis dataset with 1.9M reactions from patents (1976-2016). (1) Given the product [CH2:5]([N:12]1[CH2:13][CH:14]2[CH:19]([NH:2][CH3:1])[CH:17]([CH2:16][CH2:15]2)[CH2:18]1)[C:6]1[CH:7]=[CH:8][CH:9]=[CH:10][CH:11]=1, predict the reactants needed to synthesize it. The reactants are: [C:1]([BH3-])#[N:2].[Na+].[CH2:5]([N:12]1[CH2:18][CH:17]2[C:19](=O)[CH:14]([CH2:15][CH2:16]2)[CH2:13]1)[C:6]1[CH:11]=[CH:10][CH:9]=[CH:8][CH:7]=1.Cl.CN.[OH-].[Na+]. (2) Given the product [CH2:1]([C:11]1[C:18]2[S:17][C:16]3[C:19]([CH2:25][CH2:26][CH2:27][CH2:28][CH2:29][CH2:30][CH2:31][CH2:32][CH2:33][CH3:34])=[CH:20][S:21][C:15]=3[C:14]=2[S:13][CH:12]=1)[CH2:2][CH2:3][CH2:4][CH2:5][CH2:6][CH2:7][CH2:8][CH2:9][CH3:10], predict the reactants needed to synthesize it. The reactants are: [CH2:1]([C:11]1[C:18]2[S:17][C:16]3[C:19]([CH2:25][CH2:26][CH2:27][CH2:28][CH2:29][CH2:30][CH2:31][CH2:32][CH2:33][CH3:34])=[C:20](C(O)=O)[S:21][C:15]=3[C:14]=2[S:13][C:12]=1C(O)=O)[CH2:2][CH2:3][CH2:4][CH2:5][CH2:6][CH2:7][CH2:8][CH2:9][CH3:10].N1C2C(=CC=CC=2)C=CC=1.C(=O)=O. (3) Given the product [C:12]([CH2:11][C:9]1[C:10]2[C:5]([CH:6]=[CH:7][CH:8]=1)=[N:4][N:3]1[C:22]([CH:24]3[CH2:29][CH2:28][N:27]([C:30]([O:32][C:33]([CH3:36])([CH3:35])[CH3:34])=[O:31])[CH2:26][CH2:25]3)=[CH:18][C:17](=[O:16])[NH:1][C:2]=21)#[N:13], predict the reactants needed to synthesize it. The reactants are: [NH2:1][C:2]1[C:10]2[C:5](=[CH:6][CH:7]=[CH:8][C:9]=2[CH2:11][C:12]#[N:13])[NH:4][N:3]=1.CC1(C)OC(=O)[CH:18]([C:22]([CH:24]2[CH2:29][CH2:28][N:27]([C:30]([O:32][C:33]([CH3:36])([CH3:35])[CH3:34])=[O:31])[CH2:26][CH2:25]2)=O)[C:17](=O)[O:16]1.P([O-])([O-])([O-])=O.[K+].[K+].[K+].Cl. (4) Given the product [CH:1]([NH:11][C:6]1[C:5]([CH2:12][CH3:13])=[CH:4][C:3]([CH2:1][CH3:2])=[C:8]([NH:9][CH:5]([CH2:6][CH3:7])[CH3:12])[C:7]=1[CH3:10])([CH2:3][CH3:4])[CH3:2], predict the reactants needed to synthesize it. The reactants are: [CH2:1]([C:3]1[C:8]([NH2:9])=[C:7]([CH3:10])[C:6]([NH2:11])=[C:5]([CH2:12][CH3:13])[CH:4]=1)[CH3:2].